Dataset: TCR-epitope binding with 47,182 pairs between 192 epitopes and 23,139 TCRs. Task: Binary Classification. Given a T-cell receptor sequence (or CDR3 region) and an epitope sequence, predict whether binding occurs between them. (1) The epitope is HTTDPSFLGRY. The TCR CDR3 sequence is CSVEGGASYEQYF. Result: 1 (the TCR binds to the epitope). (2) The epitope is GTSGSPIIDK. The TCR CDR3 sequence is CASSSGTKSFLTDTQYF. Result: 0 (the TCR does not bind to the epitope). (3) The epitope is KLGGALQAK. The TCR CDR3 sequence is CASTPSFGRNTGELFF. Result: 1 (the TCR binds to the epitope). (4) The epitope is EIYKRWII. The TCR CDR3 sequence is CASSLGSAKNIQYF. Result: 1 (the TCR binds to the epitope). (5) The epitope is SQASSRSSSR. The TCR CDR3 sequence is CASSLTLGGGTEAFF. Result: 0 (the TCR does not bind to the epitope). (6) The epitope is IVDTVSALV. The TCR CDR3 sequence is CASSPGTTSSETQYF. Result: 1 (the TCR binds to the epitope).